This data is from Reaction yield outcomes from USPTO patents with 853,638 reactions. The task is: Predict the reaction yield, written as a fraction of the theoretical maximum amount of product (1.0 means a 100% yield; for example, 0.34 means a 34% yield). The reactants are C[O:2][C:3](=[O:34])/[CH:4]=[CH:5]/[C:6]1[CH:7]=[C:8]2[C:30](=[CH:31][CH:32]=1)[O:29][C:11]1([CH2:16][CH2:15][N:14]([CH2:17][C:18]3[N:19]=[C:20]([C:23]4[CH:28]=[CH:27][CH:26]=[CH:25][CH:24]=4)[S:21][CH:22]=3)[CH2:13][CH2:12]1)[CH2:10][C:9]2=[O:33].[OH-].[Na+]. No catalyst specified. The product is [C:23]1([C:20]2[S:21][CH:22]=[C:18]([CH2:17][N:14]3[CH2:13][CH2:12][C:11]4([CH2:10][C:9](=[O:33])[C:8]5[C:30](=[CH:31][CH:32]=[C:6](/[CH:5]=[CH:4]/[C:3]([OH:34])=[O:2])[CH:7]=5)[O:29]4)[CH2:16][CH2:15]3)[N:19]=2)[CH:24]=[CH:25][CH:26]=[CH:27][CH:28]=1. The yield is 0.950.